Dataset: Catalyst prediction with 721,799 reactions and 888 catalyst types from USPTO. Task: Predict which catalyst facilitates the given reaction. (1) The catalyst class is: 39. Reactant: C(=O)([O-])[O-].[K+].[K+].Br[CH2:8][CH2:9][O:10][CH:11]1[CH2:16][CH2:15][CH2:14][CH2:13][O:12]1.[CH3:17][O:18][C:19](=[O:49])[N:20]=[C:21]([S:47][CH3:48])[C:22]([C:36]1[CH:41]=[C:40]([O:42][CH3:43])[C:39]([O:44][CH3:45])=[C:38]([OH:46])[CH:37]=1)=[N:23][C:24]1[CH:29]=[CH:28][C:27]([C:30]2[N:34]=[C:33]([CH3:35])[O:32][N:31]=2)=[CH:26][CH:25]=1.O. Product: [CH3:17][O:18][C:19](=[O:49])[N:20]=[C:21]([S:47][CH3:48])[CH:22]([C:36]1[CH:37]=[C:38]([O:46][CH2:8][CH2:9][O:10][CH:11]2[CH2:16][CH2:15][CH2:14][CH2:13][O:12]2)[C:39]([O:44][CH3:45])=[C:40]([O:42][CH3:43])[CH:41]=1)[NH:23][C:24]1[CH:29]=[CH:28][C:27]([C:30]2[N:34]=[C:33]([CH3:35])[O:32][N:31]=2)=[CH:26][CH:25]=1. (2) Reactant: C(OC(=O)[NH:7][C:8]1[CH:13]=[C:12]([CH3:14])[C:11]([C:15]([F:18])([F:17])[F:16])=[CH:10][C:9]=1[NH2:19])(C)(C)C.C(O[C:26](=[O:50])[CH2:27][C:28]([C:30]1[CH:35]=[CH:34][CH:33]=[C:32]([C:36]2[N:37]=[C:38]([CH2:42][O:43]C3CCCCO3)[S:39][C:40]=2[CH3:41])[CH:31]=1)=O)(C)(C)C. Product: [OH:43][CH2:42][C:38]1[S:39][C:40]([CH3:41])=[C:36]([C:32]2[CH:31]=[C:30]([C:28]3[CH2:27][C:26](=[O:50])[NH:19][C:9]4[CH:10]=[C:11]([C:15]([F:16])([F:17])[F:18])[C:12]([CH3:14])=[CH:13][C:8]=4[N:7]=3)[CH:35]=[CH:34][CH:33]=2)[N:37]=1. The catalyst class is: 11. (3) Reactant: C([O:3][C:4](=[O:15])[CH2:5][C:6]1[CH:11]=[CH:10][C:9]([OH:12])=[C:8]([O:13][CH3:14])[CH:7]=1)C. Product: [OH:12][C:9]1[CH:10]=[CH:11][C:6]([CH2:5][C:4]([OH:15])=[O:3])=[CH:7][C:8]=1[O:13][CH3:14]. The catalyst class is: 24. (4) Reactant: [CH3:1][C:2]1[CH:7]=[C:6]([CH2:8][OH:9])[CH:5]=[C:4]([CH3:10])[N:3]=1.[N:11]([C:14]1[C:15]([CH3:20])=[N:16][O:17][C:18]=1[CH3:19])=[C:12]=[O:13].[ClH:21].O1CCOCC1. Product: [ClH:21].[CH3:20][C:15]1[C:14]([NH:11][C:12](=[O:13])[O:9][CH2:8][C:6]2[CH:5]=[C:4]([CH3:10])[N:3]=[C:2]([CH3:1])[CH:7]=2)=[C:18]([CH3:19])[O:17][N:16]=1. The catalyst class is: 2. (5) Reactant: [Cl:1][C:2]1[CH:7]=[CH:6][C:5]([S:8](/[C:11](=[CH:14]/[C:15]2[CH:20]=[C:19](C(C)(C)C)[C:18]([OH:25])=[C:17]([C:26]([CH3:29])([CH3:28])[CH3:27])[CH:16]=2)/[C:12]#[N:13])(=[O:10])=[O:9])=[CH:4][CH:3]=1.[N+:30]([O-])([OH:32])=[O:31].O. The catalyst class is: 15. Product: [C:26]([C:17]1[CH:16]=[C:15](/[CH:14]=[C:11](/[S:8]([C:5]2[CH:6]=[CH:7][C:2]([Cl:1])=[CH:3][CH:4]=2)(=[O:10])=[O:9])\[C:12]#[N:13])[CH:20]=[C:19]([N+:30]([O-:32])=[O:31])[C:18]=1[OH:25])([CH3:28])([CH3:27])[CH3:29]. (6) Reactant: [C:1]([N:4]1[C:13]2[C:8](=[CH:9][C:10]([S:14]([CH:17]([CH3:19])[CH3:18])(=[O:16])=[O:15])=[CH:11][CH:12]=2)[C@H:7]([NH:20]C(=O)OCC2C=CC=CC=2)[C@@H:6]([CH3:31])[C@@H:5]1[CH:32]1[CH2:34][CH2:33]1)(=[O:3])[CH3:2]. Product: [NH2:20][C@H:7]1[C:8]2[C:13](=[CH:12][CH:11]=[C:10]([S:14]([CH:17]([CH3:19])[CH3:18])(=[O:16])=[O:15])[CH:9]=2)[N:4]([C:1](=[O:3])[CH3:2])[C@@H:5]([CH:32]2[CH2:34][CH2:33]2)[C@@H:6]1[CH3:31]. The catalyst class is: 19. (7) Reactant: [C:1]1(CC(O)=O)[C:14]2[C:15]3=[C:16]4[C:11](=[CH:12][CH:13]=2)[CH:10]=[CH:9][CH:8]=[C:7]4[CH:6]=[CH:5][C:4]3=[CH:3][CH:2]=1.CN(C)CCCN=C=NCC.ON1C(=O)CCC1=O.C(OCC)(=O)C. Product: [CH:8]1[C:7]2[C:16]3=[C:15]4[C:4](=[CH:5][CH:6]=2)[CH:3]=[CH:2][CH:1]=[C:14]4[CH:13]=[CH:12][C:11]3=[CH:10][CH:9]=1. The catalyst class is: 1.